Dataset: Forward reaction prediction with 1.9M reactions from USPTO patents (1976-2016). Task: Predict the product of the given reaction. (1) Given the reactants [C:1]([C:3]1([C:6]([N:8]2[CH2:15][CH:14]([NH:16]C(=O)OC(C)(C)C)[C:10]3([CH2:13][CH2:12][CH2:11]3)[CH2:9]2)=[O:7])[CH2:5][CH2:4]1)#[N:2].Cl, predict the reaction product. The product is: [NH2:16][CH:14]1[C:10]2([CH2:13][CH2:12][CH2:11]2)[CH2:9][N:8]([C:6]([C:3]2([C:1]#[N:2])[CH2:4][CH2:5]2)=[O:7])[CH2:15]1. (2) The product is: [CH3:1][C:2]1[CH:3]=[C:4]([N:5]=[C:25]([NH2:26])[N:31]([C:32]([O:34][C:35]([CH3:36])([CH3:37])[CH3:38])=[O:33])[C:32]([O:34][C:35]([CH3:38])([CH3:37])[CH3:36])=[O:33])[CH:6]=[CH:7][C:8]=1[N:9]1[CH2:14][C@@H:13]2[CH2:15][C@H:10]1[CH2:11][N:12]2[CH3:16]. Given the reactants [CH3:1][C:2]1[CH:3]=[C:4]([CH:6]=[CH:7][C:8]=1[N:9]1[CH2:14][C@@H:13]2[CH2:15][C@H:10]1[CH2:11][N:12]2[CH3:16])[NH2:5].C(OC(N[C:25](=[N:31][C:32]([O:34][C:35]([CH3:38])([CH3:37])[CH3:36])=[O:33])[N:26]1C=CC=N1)=O)(C)(C)C, predict the reaction product. (3) Given the reactants Br[C:2]1[S:6][C:5]([CH:7]=[O:8])=[CH:4][C:3]=1[C:9]1[C:10]([F:15])=[N:11][CH:12]=[CH:13][CH:14]=1.C(=O)([O-])[O-].[K+].[K+].[SH:22][C:23]1[CH:28]=[CH:27][CH:26]=[CH:25][N:24]=1.O, predict the reaction product. The product is: [F:15][C:10]1[C:9]([C:3]2[CH:4]=[C:5]([CH:7]=[O:8])[S:6][C:2]=2[S:22][C:23]2[CH:28]=[CH:27][CH:26]=[CH:25][N:24]=2)=[CH:14][CH:13]=[CH:12][N:11]=1. (4) The product is: [CH2:1]([O:8][C:9]1[CH:10]=[C:11]2[C:15](=[CH:16][CH:17]=1)[NH:14][C:13]([C:18]([N:32]1[CH2:31][CH2:30][N:29]([C:27]([O:26][C:22]([CH3:25])([CH3:24])[CH3:23])=[O:28])[CH2:34][CH2:33]1)=[O:20])=[CH:12]2)[C:2]1[CH:3]=[CH:4][CH:5]=[CH:6][CH:7]=1. Given the reactants [CH2:1]([O:8][C:9]1[CH:10]=[C:11]2[C:15](=[CH:16][CH:17]=1)[NH:14][C:13]([C:18]([OH:20])=O)=[CH:12]2)[C:2]1[CH:7]=[CH:6][CH:5]=[CH:4][CH:3]=1.Cl.[C:22]([O:26][C:27]([N:29]1[CH2:34][CH2:33][NH:32][CH2:31][CH2:30]1)=[O:28])([CH3:25])([CH3:24])[CH3:23].C1C=CC2N(O)N=NC=2C=1.CCN=C=NCCCN(C)C.C(=O)([O-])O.[Na+], predict the reaction product. (5) Given the reactants [F:1][C:2]([F:18])([F:17])[S:3][C:4]1[C:5]([NH:10]C(=O)C(C)(C)C)=[N:6][CH:7]=[CH:8][CH:9]=1.[OH-].[Na+].C1C(=O)N([Br:28])C(=O)C1, predict the reaction product. The product is: [Br:28][C:8]1[CH:9]=[C:4]([S:3][C:2]([F:18])([F:17])[F:1])[C:5]([NH2:10])=[N:6][CH:7]=1. (6) Given the reactants C(O[C:4]([C:6]1([CH2:12][CH2:13]OC)[CH2:11][CH2:10][NH:9][CH2:8][CH2:7]1)=[O:5])C.[CH3:16][CH:17]([CH3:23])[CH2:18][S:19](Cl)(=[O:21])=[O:20].[CH:24]([C:28]1[CH:33]=[CH:32][C:31]([NH2:34])=[CH:30][CH:29]=1)([CH2:26][CH3:27])[CH3:25], predict the reaction product. The product is: [CH:24]([C:28]1[CH:29]=[CH:30][C:31]([N:34]2[CH2:13][CH2:12][C:6]3([CH2:7][CH2:8][N:9]([S:19]([CH2:18][CH:17]([CH3:23])[CH3:16])(=[O:21])=[O:20])[CH2:10][CH2:11]3)[C:4]2=[O:5])=[CH:32][CH:33]=1)([CH2:26][CH3:27])[CH3:25].